From a dataset of Full USPTO retrosynthesis dataset with 1.9M reactions from patents (1976-2016). Predict the reactants needed to synthesize the given product. (1) Given the product [NH:19]1[C:20]2[CH2:25][CH2:24][NH:23][CH2:22][C:21]=2[C:17]([C:15]([N:12]2[CH2:13][CH2:14][CH:9]([C:4]3[CH:5]=[CH:6][CH:7]=[CH:8][C:3]=3[C:2]([F:33])([F:1])[F:34])[CH2:10][CH2:11]2)=[O:16])=[N:18]1, predict the reactants needed to synthesize it. The reactants are: [F:1][C:2]([F:34])([F:33])[C:3]1[CH:8]=[CH:7][CH:6]=[CH:5][C:4]=1[CH:9]1[CH2:14][CH2:13][N:12]([C:15]([C:17]2[C:21]3[CH2:22][N:23](C(OC(C)(C)C)=O)[CH2:24][CH2:25][C:20]=3[NH:19][N:18]=2)=[O:16])[CH2:11][CH2:10]1.FC(F)(F)C(O)=O.Cl. (2) Given the product [CH3:1][O:2][C:3]1[CH:4]=[C:5]([CH:8]=[CH:9][C:10]=1[O:11][CH2:18][C:19]1[CH:24]=[CH:23][CH:22]=[CH:21][CH:20]=1)[CH:6]=[O:7], predict the reactants needed to synthesize it. The reactants are: [CH3:1][O:2][C:3]1[CH:4]=[C:5]([CH:8]=[CH:9][C:10]=1[OH:11])[CH:6]=[O:7].C([O-])([O-])=O.[K+].[K+].[CH2:18](Br)[C:19]1[CH:24]=[CH:23][CH:22]=[CH:21][CH:20]=1. (3) Given the product [CH2:20]([NH:27][C:8]1[C:9](=[O:10])[N:5]([CH2:1][CH2:2][CH2:3][CH3:4])[S:6](=[O:19])(=[O:18])[C:7]=1[C:12]1[CH:17]=[CH:16][CH:15]=[CH:14][CH:13]=1)[C:21]1[CH:26]=[CH:25][CH:24]=[CH:23][CH:22]=1, predict the reactants needed to synthesize it. The reactants are: [CH2:1]([N:5]1[C:9](=[O:10])[C:8](Cl)=[C:7]([C:12]2[CH:17]=[CH:16][CH:15]=[CH:14][CH:13]=2)[S:6]1(=[O:19])=[O:18])[CH2:2][CH2:3][CH3:4].[CH2:20]([NH2:27])[C:21]1[CH:26]=[CH:25][CH:24]=[CH:23][CH:22]=1.